This data is from Reaction yield outcomes from USPTO patents with 853,638 reactions. The task is: Predict the reaction yield, written as a fraction of the theoretical maximum amount of product (1.0 means a 100% yield; for example, 0.34 means a 34% yield). (1) The reactants are [O:1]([C:8]1[CH:9]=[CH:10][C:11]([CH2:14][O:15]C(=O)C)=[N:12][CH:13]=1)[C:2]1[CH:7]=[CH:6][CH:5]=[CH:4][CH:3]=1.[OH-].[Na+].CO.O. The catalyst is C(OCC)(=O)C. The product is [O:1]([C:8]1[CH:9]=[CH:10][C:11]([CH2:14][OH:15])=[N:12][CH:13]=1)[C:2]1[CH:7]=[CH:6][CH:5]=[CH:4][CH:3]=1. The yield is 0.650. (2) The reactants are [N:1]1[CH:6]=[CH:5][CH:4]=[CH:3][C:2]=1[C:7]1[CH2:8][C:9]([C:12]([OH:14])=O)=[N:10][N:11]=1.[NH2:15][CH2:16][CH2:17][N:18]1[CH:22]=[CH:21][C:20]([C:23]2[CH:30]=[CH:29][C:26]([C:27]#[N:28])=[C:25]([Cl:31])[CH:24]=2)=[N:19]1. No catalyst specified. The product is [Cl:31][C:25]1[CH:24]=[C:23]([C:20]2[CH:21]=[CH:22][N:18]([CH2:17][CH2:16][NH:15][C:12]([C:9]3[NH:10][N:11]=[C:7]([C:2]4[CH:3]=[CH:4][CH:5]=[CH:6][N:1]=4)[CH:8]=3)=[O:14])[N:19]=2)[CH:30]=[CH:29][C:26]=1[C:27]#[N:28]. The yield is 0.230. (3) The reactants are [Br:1][C:2]1[C:10]([O:11]C)=[CH:9][CH:8]=[C:7]2[C:3]=1[CH:4]=[CH:5][NH:6]2.B(Br)(Br)Br. The catalyst is ClCCl. The product is [Br:1][C:2]1[C:10]([OH:11])=[CH:9][CH:8]=[C:7]2[C:3]=1[CH:4]=[CH:5][NH:6]2. The yield is 0.550.